Task: Predict the reaction yield, written as a fraction of the theoretical maximum amount of product (1.0 means a 100% yield; for example, 0.34 means a 34% yield).. Dataset: Reaction yield outcomes from USPTO patents with 853,638 reactions The yield is 0.510. The reactants are [C:1]([O:8][CH3:9])(=[O:7])/[CH:2]=[CH:3]/[C:4]([OH:6])=[O:5].Cl[CH2:11][C:12]([N:14]([CH2:17][CH3:18])[CH2:15][CH3:16])=[O:13]. The product is [C:4]([O:6][CH2:11][C:12](=[O:13])[N:14]([CH2:17][CH3:18])[CH2:15][CH3:16])(=[O:5])/[CH:3]=[CH:2]/[C:1]([O:8][CH3:9])=[O:7]. The catalyst is CN1C(=O)CCC1.